Dataset: Retrosynthesis with 50K atom-mapped reactions and 10 reaction types from USPTO. Task: Predict the reactants needed to synthesize the given product. (1) Given the product COc1ccc(NC(=O)c2ccc(-c3ccc(-c4noc(C)n4)cc3C)cc2)cc1OCCCN(C)C, predict the reactants needed to synthesize it. The reactants are: COc1ccc(N)cc1OCCCN(C)C.Cc1nc(-c2ccc(-c3ccc(C(=O)O)cc3)c(C)c2)no1. (2) The reactants are: COC(=O)CCCCC1SCC(C(=O)OC)=C1N. Given the product COC(=O)C1=C(N)C(CCCCC(=O)O)SC1, predict the reactants needed to synthesize it. (3) Given the product COc1ccc(C(=O)NCCc2c(C)[nH]c3c(Cl)ccc(Cl)c23)cc1OC, predict the reactants needed to synthesize it. The reactants are: COc1ccc(C(=O)Cl)cc1OC.Cc1[nH]c2c(Cl)ccc(Cl)c2c1CCN. (4) Given the product COC(=O)c1cccc2[nH]c(CSCCN3CCOCC3)nc12, predict the reactants needed to synthesize it. The reactants are: C1COCCN1.COC(=O)c1cccc2[nH]c(CSCCCl)nc12. (5) Given the product COc1cc(OC)c2c(=O)[nH]c(-c3ccc(OCCN4CCOCC4)c(-c4ccc(S(C)(=O)=O)cc4)n3)nc2c1, predict the reactants needed to synthesize it. The reactants are: C1COCCN1.COc1cc(OC)c2c(=O)[nH]c(-c3ccc(OCCBr)c(-c4ccc(S(C)(=O)=O)cc4)n3)nc2c1. (6) Given the product CC(C)(C#N)c1ccc(-n2c(=O)n(S(=O)(=O)c3cc(F)cc(F)c3)c3cnc4ccc(Br)cc4c32)cc1, predict the reactants needed to synthesize it. The reactants are: CC(C)(C#N)c1ccc(-n2c(=O)[nH]c3cnc4ccc(Br)cc4c32)cc1.O=S(=O)(Cl)c1cc(F)cc(F)c1.